From a dataset of Catalyst prediction with 721,799 reactions and 888 catalyst types from USPTO. Predict which catalyst facilitates the given reaction. (1) Product: [NH2:8][C:6]1[CH:7]=[C:2]([Cl:1])[C:3](=[O:12])[N:4]([CH3:11])[CH:5]=1. Reactant: [Cl:1][C:2]1[C:3](=[O:12])[N:4]([CH3:11])[CH:5]=[C:6]([N+:8]([O-])=O)[CH:7]=1. The catalyst class is: 94. (2) Reactant: [C:1]([C:3]1[CH:4]=[C:5]([C:9]2[CH:10]=[C:11]([OH:23])[C:12](=[O:22])[NH:13][C:14]=2[C:15]2[CH:20]=[CH:19][C:18]([F:21])=[CH:17][CH:16]=2)[CH:6]=[CH:7][CH:8]=1)#[N:2].CN(C=O)C.[N-:29]=[N+:30]=[N-:31].[Na+]. Product: [NH:29]1[C:1]([C:3]2[CH:4]=[C:5]([C:9]3[CH:10]=[C:11]([OH:23])[C:12](=[O:22])[NH:13][C:14]=3[C:15]3[CH:16]=[CH:17][C:18]([F:21])=[CH:19][CH:20]=3)[CH:6]=[CH:7][CH:8]=2)=[N:2][N:31]=[N:30]1. The catalyst class is: 52. (3) Reactant: [Cl:1][C:2]1[C:3]([NH:16][C:17]2[N:27]=[C:26]3[C:20]([N:21]([CH3:34])[C:22](=[O:33])[CH2:23][CH2:24][N:25]3[CH:28]3[CH2:32][CH2:31][CH2:30][CH2:29]3)=[CH:19][N:18]=2)=[CH:4][C:5]([F:15])=[C:6]([CH:14]=1)[C:7]([O:9]C(C)(C)C)=[O:8].FC(F)(F)C(O)=O. Product: [Cl:1][C:2]1[C:3]([NH:16][C:17]2[N:27]=[C:26]3[C:20]([N:21]([CH3:34])[C:22](=[O:33])[CH2:23][CH2:24][N:25]3[CH:28]3[CH2:32][CH2:31][CH2:30][CH2:29]3)=[CH:19][N:18]=2)=[CH:4][C:5]([F:15])=[C:6]([CH:14]=1)[C:7]([OH:9])=[O:8]. The catalyst class is: 2.